From a dataset of Full USPTO retrosynthesis dataset with 1.9M reactions from patents (1976-2016). Predict the reactants needed to synthesize the given product. (1) Given the product [Br:1][C:2]1[C:10]2[C:5](=[N:6][CH:7]=[C:8]([CH2:11][NH:12][C:13](=[O:19])[O:14][C:15]([CH3:16])([CH3:18])[CH3:17])[N:9]=2)[N:4]([S:22]([C:25]2[CH:31]=[CH:30][C:28]([CH3:29])=[CH:27][CH:26]=2)(=[O:24])=[O:23])[CH:3]=1, predict the reactants needed to synthesize it. The reactants are: [Br:1][C:2]1[C:10]2[C:5](=[N:6][CH:7]=[C:8]([CH2:11][NH:12][C:13](=[O:19])[O:14][C:15]([CH3:18])([CH3:17])[CH3:16])[N:9]=2)[NH:4][CH:3]=1.[H-].[Na+].[S:22](Cl)([C:25]1[CH:31]=[CH:30][C:28]([CH3:29])=[CH:27][CH:26]=1)(=[O:24])=[O:23]. (2) Given the product [C:35]([C:32]([C:28]1[CH:27]=[C:26]([CH:31]=[CH:30][CH:29]=1)[C:25]([NH:24][C:18]1[CH:19]=[CH:20][C:21]([C:22]#[N:23])=[C:16]([O:15][C:10]2[N:9]=[C:8]3[S:7][C:6]([NH:5][C:3](=[O:4])[CH2:2][N:49]4[CH2:50][CH2:51][N:46]([CH3:45])[CH2:47][CH2:48]4)=[N:14][C:13]3=[CH:12][CH:11]=2)[CH:17]=1)=[O:37])([CH3:34])[CH3:33])#[N:36], predict the reactants needed to synthesize it. The reactants are: Cl[CH2:2][C:3]([NH:5][C:6]1[S:7][C:8]2[C:13]([N:14]=1)=[CH:12][CH:11]=[C:10]([O:15][C:16]1[CH:17]=[C:18]([NH:24][C:25](=[O:37])[C:26]3[CH:31]=[CH:30][CH:29]=[C:28]([C:32]([C:35]#[N:36])([CH3:34])[CH3:33])[CH:27]=3)[CH:19]=[CH:20][C:21]=1[C:22]#[N:23])[N:9]=2)=[O:4].C(N(CC)CC)C.[CH3:45][N:46]1[CH2:51][CH2:50][NH:49][CH2:48][CH2:47]1. (3) The reactants are: C(OC([NH:11][C@@H:12]([CH2:17][C:18]([NH:20][C:21]1[CH:33]=[CH:32][C:31]2[C:30]3[C:25](=[CH:26][C:27]([F:34])=[CH:28][CH:29]=3)[CH2:24][C:23]=2[CH:22]=1)=[O:19])[C:13]([O:15][CH3:16])=[O:14])=O)C1C=CC=CC=1. Given the product [NH2:11][C@@H:12]([CH2:17][C:18]([NH:20][C:21]1[CH:33]=[CH:32][C:31]2[C:30]3[C:25](=[CH:26][C:27]([F:34])=[CH:28][CH:29]=3)[CH2:24][C:23]=2[CH:22]=1)=[O:19])[C:13]([O:15][CH3:16])=[O:14], predict the reactants needed to synthesize it. (4) The reactants are: [CH3:1][CH:2]([CH2:14][CH2:15][CH2:16][CH:17]([CH3:19])[CH3:18])[CH2:3][CH2:4][O:5][C:6]1[CH:11]=[C:10]([CH3:12])[CH:9]=[CH:8][C:7]=1[CH3:13].II.[Br:22]Br.[OH-].[Na+]. Given the product [CH3:1][CH:2]([CH2:14][CH2:15][CH2:16][CH:17]([CH3:19])[CH3:18])[CH2:3][CH2:4][O:5][C:6]1[CH:11]=[C:10]([CH3:12])[C:9]([Br:22])=[CH:8][C:7]=1[CH3:13], predict the reactants needed to synthesize it. (5) The reactants are: NC1C=CC=CC=1.[CH3:8][C:9]1[CH:14]=[C:13]([CH3:15])[CH:12]=[CH:11][C:10]=1[N:16]=[CH:17][C:18]([O:20][CH2:21][CH3:22])=[O:19].S([CH2:33][N+:34]#[C-:35])(C1C=CC(C)=CC=1)(=O)=O.C(=O)([O-])[O-].[K+].[K+]. Given the product [CH3:8][C:9]1[CH:14]=[C:13]([CH3:15])[CH:12]=[CH:11][C:10]=1[N:16]1[C:17]([C:18]([O:20][CH2:21][CH3:22])=[O:19])=[CH:35][N:34]=[CH:33]1, predict the reactants needed to synthesize it. (6) The reactants are: [NH:1]([CH2:8][CH2:9][OH:10])[C:2]1[CH:7]=[CH:6][CH:5]=[CH:4][CH:3]=1.Cl[CH2:12][C:13](Cl)=[O:14].[OH-].[Na+]. Given the product [C:2]1([N:1]2[CH2:8][CH2:9][O:10][CH2:12][C:13]2=[O:14])[CH:7]=[CH:6][CH:5]=[CH:4][CH:3]=1, predict the reactants needed to synthesize it.